This data is from Forward reaction prediction with 1.9M reactions from USPTO patents (1976-2016). The task is: Predict the product of the given reaction. (1) Given the reactants CC(C)([O-])C.[K+].Br[CH2:8][CH2:9][CH2:10][CH2:11][CH2:12][CH:13]([CH2:17][CH2:18][CH3:19])[CH2:14][CH2:15][CH3:16].Cl, predict the reaction product. The product is: [CH2:17]([CH:13]([CH2:14][CH2:15][CH3:16])[CH2:12][CH2:11][CH2:10][CH:9]=[CH2:8])[CH2:18][CH3:19]. (2) The product is: [Cl:39][C:34]1[C:30]([C:31]([NH:10][C:11]2[CH:26]=[CH:25][C:24]([Cl:27])=[CH:23][C:12]=2[C:13]([NH:15][CH2:16][CH:17]2[CH2:22][CH2:21][CH2:20][CH2:19][CH2:18]2)=[O:14])=[O:32])=[C:29]([F:28])[C:37]([CH3:38])=[CH:36][CH:35]=1. Given the reactants C(N(C(C)C)CC)(C)C.[NH2:10][C:11]1[CH:26]=[CH:25][C:24]([Cl:27])=[CH:23][C:12]=1[C:13]([NH:15][CH2:16][CH:17]1[CH2:22][CH2:21][CH2:20][CH2:19][CH2:18]1)=[O:14].[F:28][C:29]1[C:37]([CH3:38])=[CH:36][CH:35]=[C:34]([Cl:39])[C:30]=1[C:31](Cl)=[O:32], predict the reaction product. (3) Given the reactants C(OC([NH:8][CH:9]1[CH2:14][CH2:13][N:12]([CH2:15][C:16]2[CH:25]=[CH:24][C:19]([C:20]([O:22][CH3:23])=[O:21])=[CH:18][CH:17]=2)[CH2:11][CH2:10]1)=O)(C)(C)C.[ClH:26].CO, predict the reaction product. The product is: [ClH:26].[ClH:26].[NH2:8][CH:9]1[CH2:10][CH2:11][N:12]([CH2:15][C:16]2[CH:25]=[CH:24][C:19]([C:20]([O:22][CH3:23])=[O:21])=[CH:18][CH:17]=2)[CH2:13][CH2:14]1.